From a dataset of Forward reaction prediction with 1.9M reactions from USPTO patents (1976-2016). Predict the product of the given reaction. The product is: [Cl:1][C:2]1[CH:3]=[C:4]2[C:8](=[CH:9][CH:10]=1)[N:7]([CH:11]([C:12]1[CH:13]=[CH:14][CH:15]=[CH:16][CH:17]=1)[C:18]1[CH:19]=[CH:20][CH:21]=[CH:22][CH:23]=1)[C:6]([CH2:24][CH2:25][NH:26][S:27]([CH2:30][C:31]1[CH:36]=[CH:35][CH:34]=[CH:33][C:32]=1[CH2:37][N:52]([CH2:55][CH3:56])[CH2:53][CH3:54])(=[O:29])=[O:28])=[C:5]2[CH2:39][CH2:40][CH2:41][C:42]1[CH:43]=[CH:44][C:45]([C:46]([O:48][CH3:49])=[O:47])=[CH:50][CH:51]=1. Given the reactants [Cl:1][C:2]1[CH:3]=[C:4]2[C:8](=[CH:9][CH:10]=1)[N:7]([CH:11]([C:18]1[CH:23]=[CH:22][CH:21]=[CH:20][CH:19]=1)[C:12]1[CH:17]=[CH:16][CH:15]=[CH:14][CH:13]=1)[C:6]([CH2:24][CH2:25][NH:26][S:27]([CH2:30][C:31]1[CH:36]=[CH:35][CH:34]=[CH:33][C:32]=1[CH:37]=O)(=[O:29])=[O:28])=[C:5]2[CH2:39][CH2:40][CH2:41][C:42]1[CH:51]=[CH:50][C:45]([C:46]([O:48][CH3:49])=[O:47])=[CH:44][CH:43]=1.[NH:52]([CH2:55][CH3:56])[CH2:53][CH3:54].[BH-](OC(C)=O)(OC(C)=O)OC(C)=O.[Na+], predict the reaction product.